From a dataset of Full USPTO retrosynthesis dataset with 1.9M reactions from patents (1976-2016). Predict the reactants needed to synthesize the given product. (1) Given the product [F:11][C:12]1[CH:13]=[C:14]([NH:25][S:26]([C:29]2[CH:38]=[CH:37][CH:36]=[CH:35][C:30]=2[CH2:31][OH:32])(=[O:28])=[O:27])[CH:15]=[C:16]([O:18][C:19]2[CH:20]=[N:21][CH:22]=[CH:23][CH:24]=2)[CH:17]=1, predict the reactants needed to synthesize it. The reactants are: [H-].C([Al+]CC(C)C)C(C)C.[F:11][C:12]1[CH:13]=[C:14]([NH:25][S:26]([C:29]2[CH:38]=[CH:37][CH:36]=[CH:35][C:30]=2[C:31](OC)=[O:32])(=[O:28])=[O:27])[CH:15]=[C:16]([O:18][C:19]2[CH:20]=[N:21][CH:22]=[CH:23][CH:24]=2)[CH:17]=1.[C@H](O)(C([O-])=O)[C@@H](O)C([O-])=O.[Na+].[K+].C(OCC)(=O)C. (2) Given the product [OH:26][B:25]1[C:22]2[CH:23]=[CH:24][C:19]([O:18][C:12]3[N:11]=[C:10]([N:9]([CH2:8][CH2:7][OH:6])[CH3:36])[CH:17]=[CH:16][C:13]=3[C:14]#[N:15])=[CH:20][C:21]=2[CH2:28][O:29]1, predict the reactants needed to synthesize it. The reactants are: C([Si](C)(C)[O:6][CH2:7][CH2:8][N:9]([CH3:36])[C:10]1[CH:17]=[CH:16][C:13]([C:14]#[N:15])=[C:12]([O:18][C:19]2[CH:24]=[CH:23][C:22]([B:25]3[O:29][C:28](C)(C)C(C)(C)[O:26]3)=[C:21](C=O)[CH:20]=2)[N:11]=1)(C)(C)C.[BH4-].[Na+].Cl. (3) Given the product [NH2:5][C@H:6]([CH3:32])[CH2:7][C:8]1[CH:13]=[CH:12][C:11]([S:14]([C:17]2[CH:31]=[CH:30][C:20]([O:21][CH2:22][C:23]([O:25][CH2:26][CH3:27])=[O:24])=[CH:19][CH:18]=2)(=[O:16])=[O:15])=[CH:10][CH:9]=1, predict the reactants needed to synthesize it. The reactants are: FC(F)(F)C([NH:5][C@H:6]([CH3:32])[CH2:7][C:8]1[CH:13]=[CH:12][C:11]([S:14]([C:17]2[CH:31]=[CH:30][C:20]([O:21][CH2:22][C:23]([O:25][C:26](C)(C)[CH3:27])=[O:24])=[CH:19][CH:18]=2)(=[O:16])=[O:15])=[CH:10][CH:9]=1)=O.CO.C(=O)([O-])[O-].[K+].[K+].[OH-].[Na+]. (4) Given the product [F:1][C:2]([F:7])([F:6])[C:3]([O-:5])=[O:4].[CH:29]1[C:30]2[C:35](=[CH:34][CH:33]=[CH:32][CH:31]=2)[CH:36]=[CH:37][C:28]=1[C:25]1[NH2+:24][C:23]([C@@H:13]([NH:12][C:10](=[O:9])[C:47]([F:50])([F:49])[F:48])[CH2:14][CH2:15][CH2:16][CH2:17][CH2:18][C:19](=[O:22])[CH2:20][CH3:21])=[N:27][CH:26]=1, predict the reactants needed to synthesize it. The reactants are: [F:1][C:2]([F:7])([F:6])[C:3]([O-:5])=[O:4].C[O:9][C:10]([NH:12][C@H:13]([C:23]1[NH2+:24][C:25]([C:28]2[CH:37]=[CH:36][C:35]3[C:30](=[CH:31][CH:32]=[CH:33][CH:34]=3)[CH:29]=2)=[CH:26][N:27]=1)[CH2:14][CH2:15][CH2:16][CH2:17][CH2:18][C:19](=[O:22])[CH2:20][CH3:21])=O.CCN(CC)CC.C(OC([C:47]([F:50])([F:49])[F:48])=O)([C:47]([F:50])([F:49])[F:48])=O. (5) The reactants are: [C:1]([O:5][C:6]([NH:8][CH:9]1[CH2:13][CH2:12][NH:11][CH2:10]1)=[O:7])([CH3:4])([CH3:3])[CH3:2].C(N(CC)CC)C.[F:21][C:22]1[CH:27]=[C:26]([F:28])[C:25]([F:29])=[CH:24][C:23]=1[N:30]1[C:39]2[C:34](=[CH:35][C:36]([F:41])=[C:37](F)[CH:38]=2)[C:33](=[O:42])[N:32]([O:43][CH2:44][C:45]2[CH:50]=[CH:49][CH:48]=[CH:47][CH:46]=2)[C:31]1=[O:51]. Given the product [F:21][C:22]1[CH:27]=[C:26]([F:28])[C:25]([F:29])=[CH:24][C:23]=1[N:30]1[C:39]2[C:34](=[CH:35][C:36]([F:41])=[C:37]([N:11]3[CH2:12][CH2:13][CH:9]([NH:8][C:6]([O:5][C:1]([CH3:4])([CH3:2])[CH3:3])=[O:7])[CH2:10]3)[CH:38]=2)[C:33](=[O:42])[N:32]([O:43][CH2:44][C:45]2[CH:50]=[CH:49][CH:48]=[CH:47][CH:46]=2)[C:31]1=[O:51], predict the reactants needed to synthesize it. (6) The reactants are: [CH3:1][C:2]1[C:6]([C:7]2[C:8]([O:29][CH3:30])=[CH:9][C:10]3[C:11]4[N:19]([C@@H:20]([C:22]5[CH:27]=[CH:26][CH:25]=[CH:24][CH:23]=5)[CH3:21])[C:18](=O)[NH:17][C:12]=4[CH:13]=[N:14][C:15]=3[CH:16]=2)=[C:5]([CH3:31])[O:4][N:3]=1.O=P(Cl)(Cl)Cl.[NH:37]1[CH2:42][CH2:41][O:40][CH2:39][CH2:38]1. Given the product [CH3:1][C:2]1[C:6]([C:7]2[C:8]([O:29][CH3:30])=[CH:9][C:10]3[C:11]4[N:19]([C@@H:20]([C:22]5[CH:23]=[CH:24][CH:25]=[CH:26][CH:27]=5)[CH3:21])[C:18]([N:37]5[CH2:42][CH2:41][O:40][CH2:39][CH2:38]5)=[N:17][C:12]=4[CH:13]=[N:14][C:15]=3[CH:16]=2)=[C:5]([CH3:31])[O:4][N:3]=1, predict the reactants needed to synthesize it. (7) Given the product [C:4]1(=[O:6])[C:3]2[C:2](=[CH:10][CH:9]=[CH:8][CH:7]=2)[CH2:1][NH:5]1, predict the reactants needed to synthesize it. The reactants are: [C:1]1(=O)[NH:5][C:4](=[O:6])[C:3]2=[CH:7][CH:8]=[CH:9][CH:10]=[C:2]12.C(O)(C(F)(F)F)=O.